From a dataset of Reaction yield outcomes from USPTO patents with 853,638 reactions. Predict the reaction yield, written as a fraction of the theoretical maximum amount of product (1.0 means a 100% yield; for example, 0.34 means a 34% yield). (1) The reactants are [C:1]([C:5]1[CH:10]=[CH:9][C:8]([CH:11]=[CH:12][C:13](O)=O)=[CH:7][CH:6]=1)([CH3:4])([CH3:3])[CH3:2].[Br:16][C:17]1[CH:18]=[C:19]([NH2:24])[C:20]([NH2:23])=[CH:21][CH:22]=1. The catalyst is O=P(Cl)(Cl)Cl. The product is [Br:16][C:17]1[CH:22]=[CH:21][C:20]2[NH:23][C:13](/[CH:12]=[CH:11]/[C:8]3[CH:9]=[CH:10][C:5]([C:1]([CH3:4])([CH3:3])[CH3:2])=[CH:6][CH:7]=3)=[N:24][C:19]=2[CH:18]=1. The yield is 0.310. (2) The reactants are [Cl:1][C:2]1[N:7]=[C:6](Cl)[CH:5]=[C:4]([C:9]([O:11][CH3:12])=[O:10])[N:3]=1.[NH:13]1[CH2:17][CH2:16][CH2:15][CH2:14]1.C(=O)([O-])[O-].[Na+].[Na+]. The catalyst is CO. The product is [Cl:1][C:2]1[N:3]=[C:4]([C:9]([O:11][CH3:12])=[O:10])[CH:5]=[C:6]([N:13]2[CH2:17][CH2:16][CH2:15][CH2:14]2)[N:7]=1. The yield is 0.400. (3) The reactants are Br[C:2]1[CH:8]=[C:7]([N+:9]([O-:11])=[O:10])[CH:6]=[CH:5][C:3]=1[NH2:4].[C:12]([C:14]1[CH:19]=[CH:18][CH:17]=[CH:16][CH:15]=1)#[CH:13]. The catalyst is C(N(CC)CC)C.[Cu]I.Cl[Pd](Cl)([P](C1C=CC=CC=1)(C1C=CC=CC=1)C1C=CC=CC=1)[P](C1C=CC=CC=1)(C1C=CC=CC=1)C1C=CC=CC=1. The product is [N+:9]([C:7]1[CH:6]=[CH:5][C:3]([NH2:4])=[C:2]([C:13]#[C:12][C:14]2[CH:19]=[CH:18][CH:17]=[CH:16][CH:15]=2)[CH:8]=1)([O-:11])=[O:10]. The yield is 0.140. (4) The reactants are Cl[C:2]1[N:7]=[C:6]([NH:8][C@H:9]([C:11]2[CH:16]=[CH:15][C:14]([F:17])=[CH:13][N:12]=2)[CH3:10])[C:5]([N+:18]([O-:20])=[O:19])=[CH:4][CH:3]=1.[CH:21]1([C:24]2[NH:28][N:27]=[C:26]([NH2:29])[CH:25]=2)[CH2:23][CH2:22]1.CCN(C(C)C)C(C)C. The catalyst is C(O)CCC. The product is [CH:21]1([C:24]2[NH:28][N:27]=[C:26]([NH:29][C:2]3[N:7]=[C:6]([NH:8][C@H:9]([C:11]4[CH:16]=[CH:15][C:14]([F:17])=[CH:13][N:12]=4)[CH3:10])[C:5]([N+:18]([O-:20])=[O:19])=[CH:4][CH:3]=3)[CH:25]=2)[CH2:23][CH2:22]1. The yield is 0.470.